Dataset: hERG potassium channel inhibition data for cardiac toxicity prediction from Karim et al.. Task: Regression/Classification. Given a drug SMILES string, predict its toxicity properties. Task type varies by dataset: regression for continuous values (e.g., LD50, hERG inhibition percentage) or binary classification for toxic/non-toxic outcomes (e.g., AMES mutagenicity, cardiotoxicity, hepatotoxicity). Dataset: herg_karim. (1) The molecule is CCc1ccc2oc(N3CCN4CCC3CC4)nc2n1. The result is 0 (non-blocker). (2) The drug is CN(CCc1ccc(Cl)c(Cl)c1)CC(O)COc1ccc(NS(C)(=O)=O)cc1. The result is 1 (blocker). (3) The compound is CCCCN(Cc1cncn1Cc1ccc(C#N)cc1)C1CCN(Cc2ccccc2)C1=O. The result is 1 (blocker).